The task is: Predict which catalyst facilitates the given reaction.. This data is from Catalyst prediction with 721,799 reactions and 888 catalyst types from USPTO. (1) Reactant: [CH:1]1([C:4]([N:6]2[CH2:11][CH2:10][C:9]3[N:12]([C:20]4[CH:25]=[CH:24][CH:23]=[C:22]([C:26]#[C:27][C@:28]5([OH:35])[CH2:32][CH2:31][N:30]([CH3:33])[C:29]5=[O:34])[CH:21]=4)[N:13]=[C:14]([C:15]([O:17]CC)=O)[C:8]=3[CH2:7]2)=[O:5])[CH2:3][CH2:2]1.[NH3:36]. Product: [CH:1]1([C:4]([N:6]2[CH2:11][CH2:10][C:9]3[N:12]([C:20]4[CH:25]=[CH:24][CH:23]=[C:22]([C:26]#[C:27][C@:28]5([OH:35])[CH2:32][CH2:31][N:30]([CH3:33])[C:29]5=[O:34])[CH:21]=4)[N:13]=[C:14]([C:15]([NH2:36])=[O:17])[C:8]=3[CH2:7]2)=[O:5])[CH2:2][CH2:3]1. The catalyst class is: 5. (2) Reactant: C([Sn](CCCC)(CCCC)[C:6]1[O:7][CH:8]=[CH:9][CH:10]=1)CCC.[C:19]([O:23][N:24]([C@H:27]([C:35]1[N:36]([CH3:47])[C:37]([C:40]2[CH:45]=[CH:44][C:43](Br)=[CH:42][CH:41]=2)=[CH:38][N:39]=1)[CH2:28][C:29]1[CH:34]=[CH:33][CH:32]=[CH:31][N:30]=1)[CH:25]=[O:26])([CH3:22])([CH3:21])[CH3:20].[Cl-].[Li+]. Product: [C:19]([O:23][N:24]([C@H:27]([C:35]1[N:36]([CH3:47])[C:37]([C:40]2[CH:45]=[CH:44][C:43]([C:6]3[O:7][CH:8]=[CH:9][CH:10]=3)=[CH:42][CH:41]=2)=[CH:38][N:39]=1)[CH2:28][C:29]1[CH:34]=[CH:33][CH:32]=[CH:31][N:30]=1)[CH:25]=[O:26])([CH3:21])([CH3:22])[CH3:20]. The catalyst class is: 741. (3) Reactant: Cl[CH2:2][C:3]1[N:4]([CH:16]([CH3:23])[CH2:17][C:18]([O:20]CC)=O)[C:5]2[C:14]3[CH:13]=[CH:12][CH:11]=[CH:10][C:9]=3[N:8]=[CH:7][C:6]=2[N:15]=1.[NH3:24]. Product: [CH3:23][CH:16]1[N:4]2[C:5]3[C:14]4[C:9](=[CH:10][CH:11]=[CH:12][CH:13]=4)[N:8]=[CH:7][C:6]=3[N:15]=[C:3]2[CH2:2][NH:24][C:18](=[O:20])[CH2:17]1. The catalyst class is: 5. (4) Product: [CH:15]1([CH2:14][CH2:13][CH2:12][C@@H:8]([C:9]([NH:38][CH:37]([C:36]([O:35][CH3:34])=[O:42])[CH:39]([OH:40])[CH3:41])=[O:11])[CH2:7][C:6]([O:5][C:1]([CH3:2])([CH3:3])[CH3:4])=[O:21])[CH2:20][CH2:19][CH2:18][CH2:17][CH2:16]1. The catalyst class is: 4. Reactant: [C:1]([O:5][C:6](=[O:21])[CH2:7][C@@H:8]([CH2:12][CH2:13][CH2:14][CH:15]1[CH2:20][CH2:19][CH2:18][CH2:17][CH2:16]1)[C:9]([OH:11])=O)([CH3:4])([CH3:3])[CH3:2].O.ON1C2C=CC=CC=2N=N1.Cl.[CH3:34][O:35][C:36](=[O:42])[C@H:37]([C@@H:39]([CH3:41])[OH:40])[NH2:38].C(N(CC)C(C)C)(C)C.Cl.CN(C)CCCN=C=NCC. (5) Reactant: [C:1]([O:5][C:6](=[O:38])[NH:7][C@@H:8]1[C@@H:13]([OH:14])[C@H:12]([CH2:15][C:16]2[CH:21]=[C:20]([F:22])[C:19]([NH:23][C:24]([O:26][CH2:27][C:28]3[CH:33]=[CH:32][CH:31]=[CH:30][CH:29]=3)=[O:25])=[C:18]([CH2:34][CH2:35][CH2:36][CH3:37])[CH:17]=2)[CH2:11]S[CH2:9]1)([CH3:4])([CH3:3])[CH3:2].O[O:40][S:41]([O-:43])=O.[K+].N. Product: [C:1]([O:5][C:6](=[O:38])[NH:7][C@@H:8]1[C@@H:13]([OH:14])[C@H:12]([CH2:15][C:16]2[CH:21]=[C:20]([F:22])[C:19]([NH:23][C:24]([O:26][CH2:27][C:28]3[CH:33]=[CH:32][CH:31]=[CH:30][CH:29]=3)=[O:25])=[C:18]([CH2:34][CH2:35][CH2:36][CH3:37])[CH:17]=2)[CH2:11][S:41](=[O:43])(=[O:40])[CH2:9]1)([CH3:4])([CH3:2])[CH3:3]. The catalyst class is: 260. (6) Product: [O:36]=[C:35]([C:37]1[CH:42]=[CH:41][CH:40]=[C:39]([C:43]([F:44])([F:45])[F:46])[CH:38]=1)[CH2:34][NH:33][C:21]([CH:18]1[CH2:17][CH2:16][N:15]([C:13]([O:12][C:8]([CH3:9])([CH3:10])[CH3:11])=[O:14])[CH2:20][CH2:19]1)=[O:23]. Reactant: CN1CCOCC1.[C:8]([O:12][C:13]([N:15]1[CH2:20][CH2:19][CH:18]([C:21]([OH:23])=O)[CH2:17][CH2:16]1)=[O:14])([CH3:11])([CH3:10])[CH3:9].ClC(OCC(C)C)=O.Cl.[NH2:33][CH2:34][C:35]([C:37]1[CH:42]=[CH:41][CH:40]=[C:39]([C:43]([F:46])([F:45])[F:44])[CH:38]=1)=[O:36]. The catalyst class is: 1.